This data is from Reaction yield outcomes from USPTO patents with 853,638 reactions. The task is: Predict the reaction yield, written as a fraction of the theoretical maximum amount of product (1.0 means a 100% yield; for example, 0.34 means a 34% yield). (1) The catalyst is O.CC(C)=O. The yield is 0.890. The reactants are [O:1]1CCO[CH:2]1[C:6]1[CH:7]=[C:8]([CH:21]=[C:22]([CH3:24])[CH:23]=1)[O:9][C:10]1[NH:15][C:14](=[O:16])[NH:13][C:12](=[O:17])[C:11]=1[CH:18]([CH3:20])[CH3:19].CC1C=CC(S([O-])(=O)=O)=CC=1.C1C=C[NH+]=CC=1. The product is [CH:18]([C:11]1[C:12](=[O:17])[NH:13][C:14](=[O:16])[NH:15][C:10]=1[O:9][C:8]1[CH:7]=[C:6]([CH:23]=[C:22]([CH3:24])[CH:21]=1)[CH:2]=[O:1])([CH3:20])[CH3:19]. (2) The reactants are [Cl:1][C:2]1[C:10]2[C:5](=[CH:6][C:7]([N+:11]([O-])=O)=[CH:8][CH:9]=2)[N:4]([CH2:14][CH2:15][N:16]2[CH2:20][CH2:19][CH2:18][CH2:17]2)[N:3]=1.[Cl-].[NH4+]. The catalyst is C(O)C.[Fe]. The product is [Cl:1][C:2]1[C:10]2[C:5](=[CH:6][C:7]([NH2:11])=[CH:8][CH:9]=2)[N:4]([CH2:14][CH2:15][N:16]2[CH2:17][CH2:18][CH2:19][CH2:20]2)[N:3]=1. The yield is 0.800.